Dataset: Peptide-MHC class I binding affinity with 185,985 pairs from IEDB/IMGT. Task: Regression. Given a peptide amino acid sequence and an MHC pseudo amino acid sequence, predict their binding affinity value. This is MHC class I binding data. The peptide sequence is LTPKWNNET. The MHC is Mamu-B03 with pseudo-sequence Mamu-B03. The binding affinity (normalized) is 0.126.